This data is from Forward reaction prediction with 1.9M reactions from USPTO patents (1976-2016). The task is: Predict the product of the given reaction. (1) Given the reactants [Cl:1][C:2]1[N:7]=[C:6](Cl)[C:5]([CH3:9])=[CH:4][N:3]=1.[CH3:10][O:11][C:12]1[CH:21]=[C:20](B2OC(C)(C)C(C)(C)O2)[CH:19]=[CH:18][C:13]=1[C:14]([O:16][CH3:17])=[O:15].C(O)CC.C(=O)(O)[O-].[Na+], predict the reaction product. The product is: [Cl:1][C:2]1[N:7]=[C:6]([C:20]2[CH:19]=[CH:18][C:13]([C:14]([O:16][CH3:17])=[O:15])=[C:12]([O:11][CH3:10])[CH:21]=2)[C:5]([CH3:9])=[CH:4][N:3]=1. (2) Given the reactants [CH3:1][S:2][C:3]1[N:4]=[CH:5][C:6]2[CH:12]=[CH:11][C:10](=[O:13])[N:9]([C:14]3[CH:15]=[C:16]([NH:20][C:21](=[O:24])[CH:22]=[CH2:23])[CH:17]=[CH:18][CH:19]=3)[C:7]=2[N:8]=1.C1C=C(Cl)C=C(C(OO)=[O:33])C=1, predict the reaction product. The product is: [CH3:1][S:2]([C:3]1[N:4]=[CH:5][C:6]2[CH:12]=[CH:11][C:10](=[O:13])[N:9]([C:14]3[CH:15]=[C:16]([NH:20][C:21](=[O:24])[CH:22]=[CH2:23])[CH:17]=[CH:18][CH:19]=3)[C:7]=2[N:8]=1)=[O:33]. (3) Given the reactants Cl.[OH:2][C@H:3]1[CH2:7][NH:6][CH2:5][C@@H:4]1[NH:8][C:9]([C:11]1[S:12][C:13]([Cl:16])=[CH:14][CH:15]=1)=[O:10].[CH2:17]([O:19][C:20](=[O:23])[CH2:21]Br)[CH3:18], predict the reaction product. The product is: [CH2:17]([O:19][C:20](=[O:23])[CH2:21][N:6]1[CH2:7][C@H:3]([OH:2])[C@@H:4]([NH:8][C:9]([C:11]2[S:12][C:13]([Cl:16])=[CH:14][CH:15]=2)=[O:10])[CH2:5]1)[CH3:18]. (4) Given the reactants [NH:1]1[C:9]2[C:4](=[CH:5][CH:6]=[CH:7][CH:8]=2)[C:3]([NH:10][C:11](=[O:15])OCC)=[N:2]1.[Cl:16][C:17]1[CH:18]=[C:19]([N:24]2[CH2:29][CH2:28][NH:27][CH2:26][CH2:25]2)[CH:20]=[CH:21][C:22]=1[Cl:23].C1CCN2C(=NCCC2)CC1, predict the reaction product. The product is: [NH:1]1[C:9]2[C:4](=[CH:5][CH:6]=[CH:7][CH:8]=2)[C:3]([NH:10][C:11]([N:27]2[CH2:26][CH2:25][N:24]([C:19]3[CH:20]=[CH:21][C:22]([Cl:23])=[C:17]([Cl:16])[CH:18]=3)[CH2:29][CH2:28]2)=[O:15])=[N:2]1. (5) Given the reactants CCOCC.Cl[C:7]1[N:12]=[CH:11][C:10]([C:13]([F:16])([F:15])[F:14])=[C:9]([Cl:17])[N:8]=1.[CH2:18]([O:20][P:21]([CH2:26][C:27]1[CH:32]=[CH:31][C:30]([NH2:33])=[C:29]([CH3:34])[CH:28]=1)(=[O:25])[O:22][CH2:23][CH3:24])[CH3:19].C(N(C(C)C)CC)(C)C, predict the reaction product. The product is: [Cl:17][C:9]1[C:10]([C:13]([F:16])([F:15])[F:14])=[CH:11][N:12]=[C:7]([NH:33][C:30]2[CH:31]=[CH:32][C:27]([CH2:26][P:21](=[O:25])([O:20][CH2:18][CH3:19])[O:22][CH2:23][CH3:24])=[CH:28][C:29]=2[CH3:34])[N:8]=1. (6) Given the reactants [CH3:1][C:2](C)([O-:4])C.[K+].[Br:7][C:8]1[C:13]([CH3:14])=[CH:12][CH:11]=[CH:10][C:9]=1[NH:15][CH2:16][C:17]([CH3:20])([OH:19])[CH3:18].ClCC(OCC)=O.O, predict the reaction product. The product is: [Br:7][C:8]1[C:13]([CH3:14])=[CH:12][CH:11]=[CH:10][C:9]=1[N:15]1[CH2:16][C:17]([CH3:20])([CH3:18])[O:19][CH2:1][C:2]1=[O:4]. (7) The product is: [Cl:30][C:27]1[CH:26]=[CH:25][C:24]([CH:8]([C:5]2[CH:6]=[CH:7][C:2]([Cl:1])=[CH:3][CH:4]=2)[N:9]2[CH2:12][C:11](=[C:13]([C:16]3[CH:17]=[C:18]([F:23])[CH:19]=[C:20]([F:22])[CH:21]=3)[CH:14]([OH:15])[CH3:31])[CH2:10]2)=[CH:29][CH:28]=1. Given the reactants [Cl:1][C:2]1[CH:7]=[CH:6][C:5]([CH:8]([C:24]2[CH:29]=[CH:28][C:27]([Cl:30])=[CH:26][CH:25]=2)[N:9]2[CH2:12][C:11](=[C:13]([C:16]3[CH:21]=[C:20]([F:22])[CH:19]=[C:18]([F:23])[CH:17]=3)[CH:14]=[O:15])[CH2:10]2)=[CH:4][CH:3]=1.[CH3:31][Mg]Cl.O.O.O.O.O.O.O.O.O.O.S([O-])([O-])(=O)=O.[Na+].[Na+], predict the reaction product. (8) Given the reactants [F:1][C:2]1[C:7]([F:8])=[C:6]([CH:9]2[CH2:14][CH2:13][CH:12](CCCCC)[CH2:11][CH2:10]2)[CH:5]=[CH:4][C:3]=1[CH:20]1[CH2:25][CH2:24][CH:23](C2CCC(O)CC2)[CH2:22][CH2:21]1.[H-].[Na+].Br[CH2:36][CH3:37].[OH2:38], predict the reaction product. The product is: [F:8][C:7]1[C:2]([F:1])=[C:3]([CH:20]2[CH2:21][CH2:22][CH:23]([CH2:13][CH2:14][CH2:9][CH2:10][CH3:11])[CH2:24][CH2:25]2)[CH:4]=[CH:5][C:6]=1[C:9]1([CH:7]2[CH2:2][CH2:3][CH:4]([O:38][CH2:36][CH3:37])[CH2:5][CH2:6]2)[CH2:10][CH2:11][CH2:12][CH2:13][CH2:14]1. (9) Given the reactants Br[C:2]1[N:7]=[C:6]([C:8]2[CH:9]=[C:10]([OH:14])[CH:11]=[CH:12][CH:13]=2)[N:5]=[C:4]2[N:15]([C:19]3[CH:24]=[CH:23][CH:22]=[CH:21][CH:20]=3)[N:16]=[C:17]([F:18])[C:3]=12.[NH:25]1[CH2:30][CH2:29][O:28][CH2:27][CH2:26]1, predict the reaction product. The product is: [F:18][C:17]1[C:3]2[C:4](=[N:5][C:6]([C:8]3[CH:9]=[C:10]([OH:14])[CH:11]=[CH:12][CH:13]=3)=[N:7][C:2]=2[N:25]2[CH2:30][CH2:29][O:28][CH2:27][CH2:26]2)[N:15]([C:19]2[CH:24]=[CH:23][CH:22]=[CH:21][CH:20]=2)[N:16]=1.